This data is from Catalyst prediction with 721,799 reactions and 888 catalyst types from USPTO. The task is: Predict which catalyst facilitates the given reaction. (1) Reactant: [CH3:1][O:2][C:3](=[O:21])[C:4]1[CH:9]=[CH:8][CH:7]=[C:6]([N:10]2[CH2:15][CH2:14][C:13](=O)[C:12](=[CH:17]N(C)C)[CH2:11]2)[CH:5]=1.[C:22](=O)(O)O.[NH2:26][C:27]([NH2:29])=[NH:28].O.O.O.C([O-])(=O)C.[Na+]. Product: [CH2:1]([O:2][C:3](=[O:21])[C:4]1[CH:9]=[CH:8][CH:7]=[C:6]([N:10]2[CH2:15][CH2:14][C:13]3[N:28]=[C:27]([NH2:29])[N:26]=[CH:17][C:12]=3[CH2:11]2)[CH:5]=1)[CH3:22]. The catalyst class is: 14. (2) Reactant: [NH:1]1[C:9]2[C:4](=[CH:5][C:6]([O:10][C:11]3[CH:16]=[CH:15][N:14]=[C:13]([NH2:17])[CH:12]=3)=[CH:7][CH:8]=2)[CH:3]=[CH:2]1.[H-].[Na+].[CH2:20]([CH:22]([NH:25][C:26](=O)[O:27]C1C=CC=CC=1)[CH2:23][CH3:24])[CH3:21]. Product: [CH2:20]([CH:22]([NH:25][C:26]([N:1]1[C:9]2[C:4](=[CH:5][C:6]([O:10][C:11]3[CH:16]=[CH:15][N:14]=[C:13]([NH2:17])[CH:12]=3)=[CH:7][CH:8]=2)[CH:3]=[CH:2]1)=[O:27])[CH2:23][CH3:24])[CH3:21]. The catalyst class is: 9. (3) Reactant: [OH:1][C:2]1[C:7]([C:8]([NH:10][C@H:11]([C:13]2[CH:18]=[CH:17][C:16]([P:19](=[O:26])([O:23]CC)[O:20]CC)=[CH:15][CH:14]=2)[CH3:12])=[O:9])=[CH:6][N:5]=[C:4]([C:27]2[CH:32]=[CH:31][CH:30]=[CH:29][N:28]=2)[N:3]=1.C[Si](Br)(C)C. Product: [OH:1][C:2]1[C:7]([C:8]([NH:10][C@H:11]([C:13]2[CH:14]=[CH:15][C:16]([P:19](=[O:20])([OH:26])[OH:23])=[CH:17][CH:18]=2)[CH3:12])=[O:9])=[CH:6][N:5]=[C:4]([C:27]2[CH:32]=[CH:31][CH:30]=[CH:29][N:28]=2)[N:3]=1. The catalyst class is: 2.